This data is from Reaction yield outcomes from USPTO patents with 853,638 reactions. The task is: Predict the reaction yield, written as a fraction of the theoretical maximum amount of product (1.0 means a 100% yield; for example, 0.34 means a 34% yield). (1) The reactants are [C:1]12([CH2:11][O:12][C:13]3[C:22]([CH:23]([OH:25])[CH3:24])=[CH:21][C:16]([C:17]([O:19][CH3:20])=[O:18])=[C:15]([F:26])[CH:14]=3)[CH2:10][CH:5]3[CH2:6][CH:7]([CH2:9][CH:3]([CH2:4]3)[CH2:2]1)[CH2:8]2.CC(OI1(OC(C)=O)(OC(C)=O)OC(=O)C2C=CC=CC1=2)=O. The catalyst is ClCCl.C(OCC)C. The product is [C:23]([C:22]1[C:13]([O:12][CH2:11][C:1]23[CH2:8][CH:7]4[CH2:9][CH:3]([CH2:4][CH:5]([CH2:6]4)[CH2:10]2)[CH2:2]3)=[CH:14][C:15]([F:26])=[C:16]([CH:21]=1)[C:17]([O:19][CH3:20])=[O:18])(=[O:25])[CH3:24]. The yield is 0.990. (2) The reactants are [CH3:1][O:2][C:3]1[CH:20]=[CH:19][C:6]2[NH:7][C:8]([CH2:10][C:11]([CH3:18])([CH3:17])[C:12]([O:14][CH2:15][CH3:16])=[O:13])=[N:9][C:5]=2[CH:4]=1.C(=O)([O-])[O-].[Cs+].[Cs+].[Br:27][C:28]1[CH:35]=[CH:34][C:31]([CH2:32]Br)=[CH:30][CH:29]=1. The catalyst is CN(C=O)C. The product is [Br:27][C:28]1[CH:35]=[CH:34][C:31]([CH2:32][N:9]2[C:5]3[CH:4]=[C:3]([O:2][CH3:1])[CH:20]=[CH:19][C:6]=3[N:7]=[C:8]2[CH2:10][C:11]([CH3:17])([CH3:18])[C:12]([O:14][CH2:15][CH3:16])=[O:13])=[CH:30][CH:29]=1.[Br:27][C:28]1[CH:35]=[CH:34][C:31]([CH2:32][N:7]2[C:6]3[CH:19]=[CH:20][C:3]([O:2][CH3:1])=[CH:4][C:5]=3[N:9]=[C:8]2[CH2:10][C:11]([CH3:17])([CH3:18])[C:12]([O:14][CH2:15][CH3:16])=[O:13])=[CH:30][CH:29]=1. The yield is 0.230. (3) The reactants are S(Cl)([Cl:3])=O.[CH3:5][O:6][C:7](=[O:26])[C@@H:8]([CH2:14][C:15]1[C:16]([CH2:24]O)=[C:17]2[C:21](=[CH:22][CH:23]=1)[NH:20][N:19]=[CH:18]2)[CH2:9][C:10]([O:12][CH3:13])=[O:11]. The catalyst is ClCCl. The product is [ClH:3].[CH3:5][O:6][C:7](=[O:26])[C@@H:8]([CH2:14][C:15]1[C:16]([CH2:24][Cl:3])=[C:17]2[C:21](=[CH:22][CH:23]=1)[NH:20][N:19]=[CH:18]2)[CH2:9][C:10]([O:12][CH3:13])=[O:11]. The yield is 0.960. (4) The reactants are [NH:1]1[CH2:6][CH2:5][O:4][CH2:3][CH2:2]1.Br[CH2:8][CH2:9][CH2:10][CH2:11][N:12]1[C:16]2[CH:17]=[CH:18][CH:19]=[CH:20][C:15]=2[N:14]([C:21]2[CH:26]=[CH:25][C:24]([Cl:27])=[CH:23][CH:22]=2)[S:13]1(=[O:29])=[O:28]. No catalyst specified. The product is [Cl:27][C:24]1[CH:25]=[CH:26][C:21]([N:14]2[C:15]3[CH:20]=[CH:19][CH:18]=[CH:17][C:16]=3[N:12]([CH2:11][CH2:10][CH2:9][CH2:8][N:1]3[CH2:6][CH2:5][O:4][CH2:3][CH2:2]3)[S:13]2(=[O:28])=[O:29])=[CH:22][CH:23]=1. The yield is 0.780. (5) The reactants are [Cl:1][C:2]1[C:3]([F:14])=[C:4]2[C:10]([N+:11]([O-])=O)=[CH:9][NH:8][C:5]2=[N:6][CH:7]=1.Cl[Sn]Cl.[OH-].[Na+].C(Cl)Cl. The catalyst is Cl. The product is [Cl:1][C:2]1[C:3]([F:14])=[C:4]2[C:10]([NH2:11])=[CH:9][NH:8][C:5]2=[N:6][CH:7]=1. The yield is 0.770. (6) The reactants are [CH3:1][O:2][CH2:3][CH:4]1[CH2:8][N:7]([C:9]([O:11][C:12]([CH3:15])([CH3:14])[CH3:13])=[O:10])[CH:6]([C:16]2[NH:20][C:19]3[C:21]4[C:26]([CH:27]=[CH:28][C:18]=3[N:17]=2)=[CH:25][C:24]2[C:29]3[C:34]([CH2:35][O:36][C:23]=2[CH:22]=4)=[CH:33][C:32](B2OC(C)(C)C(C)(C)O2)=[CH:31][CH:30]=3)[CH2:5]1.Br[C:47]1[NH:51][C:50]([C@@H:52]2[CH2:56][CH2:55][CH2:54][N:53]2[C:57](=[O:68])[C@@H:58]([NH:63][C:64](=[O:67])[O:65][CH3:66])[C@H:59]([O:61][CH3:62])[CH3:60])=[N:49][CH:48]=1.C(=O)([O-])[O-].[K+].[K+]. The catalyst is CS(C)=O.C1C=CC([P]([Pd]([P](C2C=CC=CC=2)(C2C=CC=CC=2)C2C=CC=CC=2)([P](C2C=CC=CC=2)(C2C=CC=CC=2)C2C=CC=CC=2)[P](C2C=CC=CC=2)(C2C=CC=CC=2)C2C=CC=CC=2)(C2C=CC=CC=2)C2C=CC=CC=2)=CC=1.C1C=CC(P(C2C=CC=CC=2)[C-]2C=CC=C2)=CC=1.C1C=CC(P(C2C=CC=CC=2)[C-]2C=CC=C2)=CC=1.Cl[Pd]Cl.[Fe+2]. The product is [CH3:66][O:65][C:64]([NH:63][C@H:58]([C:57]([N:53]1[CH2:54][CH2:55][CH2:56][C@H:52]1[C:50]1[NH:51][C:47]([C:32]2[CH:33]=[C:34]3[CH2:35][O:36][C:23]4[CH:22]=[C:21]5[C:26]([CH:27]=[CH:28][C:18]6[N:17]=[C:16]([C@@H:6]7[CH2:5][C@H:4]([CH2:3][O:2][CH3:1])[CH2:8][N:7]7[C:9]([O:11][C:12]([CH3:13])([CH3:14])[CH3:15])=[O:10])[NH:20][C:19]=65)=[CH:25][C:24]=4[C:29]3=[CH:30][CH:31]=2)=[CH:48][N:49]=1)=[O:68])[C@@H:59]([CH3:60])[O:61][CH3:62])=[O:67]. The yield is 0.630. (7) The reactants are OO.FC(F)(F)C(O)=[O:6].[C:10]([C:12]1[C:16]([S:17][C:18]([F:21])([F:20])[F:19])=[C:15]([CH3:22])[N:14]([C:23]2[C:28]([Cl:29])=[CH:27][C:26]([C:30]([F:33])([F:32])[F:31])=[CH:25][C:24]=2[Cl:34])[N:13]=1)#[N:11]. No catalyst specified. The product is [C:10]([C:12]1[C:16]([S:17]([C:18]([F:20])([F:19])[F:21])=[O:6])=[C:15]([CH3:22])[N:14]([C:23]2[C:28]([Cl:29])=[CH:27][C:26]([C:30]([F:32])([F:33])[F:31])=[CH:25][C:24]=2[Cl:34])[N:13]=1)#[N:11]. The yield is 0.830.